From a dataset of Peptide-MHC class I binding affinity with 185,985 pairs from IEDB/IMGT. Regression. Given a peptide amino acid sequence and an MHC pseudo amino acid sequence, predict their binding affinity value. This is MHC class I binding data. (1) The MHC is HLA-A68:01 with pseudo-sequence HLA-A68:01. The binding affinity (normalized) is 0.836. The peptide sequence is STIFDIVSK. (2) The peptide sequence is YTAVVPLVM. The MHC is HLA-A29:02 with pseudo-sequence HLA-A29:02. The binding affinity (normalized) is 0.397. (3) The peptide sequence is IPRNRDNLL. The MHC is HLA-B46:01 with pseudo-sequence HLA-B46:01. The binding affinity (normalized) is 0.0847. (4) The peptide sequence is YLAKLFLDH. The MHC is HLA-A02:19 with pseudo-sequence HLA-A02:19. The binding affinity (normalized) is 0.0847. (5) The binding affinity (normalized) is 0.948. The MHC is Mamu-A01 with pseudo-sequence Mamu-A01. The peptide sequence is PSPEFFTEL. (6) The peptide sequence is RVYVAQKRK. The MHC is HLA-A11:01 with pseudo-sequence HLA-A11:01. The binding affinity (normalized) is 0.534. (7) The peptide sequence is FLDLPLPWAA. The MHC is HLA-A02:01 with pseudo-sequence HLA-A02:01. The binding affinity (normalized) is 0.868. (8) The binding affinity (normalized) is 0.747. The MHC is HLA-B45:01 with pseudo-sequence HLA-B45:01. The peptide sequence is SELPQWLSANR. (9) The peptide sequence is APAAAAQAV. The MHC is HLA-C14:02 with pseudo-sequence HLA-C14:02. The binding affinity (normalized) is 0.257.